From a dataset of hERG potassium channel inhibition data for cardiac toxicity prediction from Karim et al.. Regression/Classification. Given a drug SMILES string, predict its toxicity properties. Task type varies by dataset: regression for continuous values (e.g., LD50, hERG inhibition percentage) or binary classification for toxic/non-toxic outcomes (e.g., AMES mutagenicity, cardiotoxicity, hepatotoxicity). Dataset: herg_karim. (1) The molecule is COc1cccc2c1OC(c1ccc(OCCCN3CCCC3C)cc1)C(C)S2(=O)=O. The result is 1 (blocker). (2) The compound is O=C(CNC(=O)c1cccc(C(F)(F)F)c1)N[C@@H]1CCN(CCC2CCN(C(=O)c3ccccc3)CC2)C1. The result is 0 (non-blocker). (3) The compound is Clc1cc2sc(N3CCC(N4CCCCC4)CC3)nc2cn1. The result is 1 (blocker).